Dataset: Forward reaction prediction with 1.9M reactions from USPTO patents (1976-2016). Task: Predict the product of the given reaction. (1) Given the reactants [CH:1]1[C:6]([CH2:7][C@H:8]([NH2:12])[C:9]([OH:11])=[O:10])=[CH:5][C:4](F)=[C:3]([F:14])[CH:2]=1.C1C=C2C(COC(NCCOCCOCC(O)=O)=O)C3C(C2=CC=1)=CC=CC=3.C(C(OCCOCCN)C(O)=O)(OCC1C2C(=CC=CC=2)C2C1=CC=CC=2)=O, predict the reaction product. The product is: [CH:1]1[C:6]([CH2:7][C@H:8]([NH2:12])[C:9]([OH:11])=[O:10])=[CH:5][CH:4]=[C:3]([F:14])[CH:2]=1. (2) Given the reactants [CH2:1]([N:3]1[C:11]2[C:6](=[CH:7][C:8]([S:12]([NH2:15])(=[O:14])=[O:13])=[CH:9][CH:10]=2)[CH:5]=[CH:4]1)[CH3:2].[I:16]I.[OH-].[K+], predict the reaction product. The product is: [CH2:1]([N:3]1[C:11]2[C:6](=[CH:7][C:8]([S:12]([NH2:15])(=[O:13])=[O:14])=[CH:9][CH:10]=2)[C:5]([I:16])=[CH:4]1)[CH3:2].